Dataset: Forward reaction prediction with 1.9M reactions from USPTO patents (1976-2016). Task: Predict the product of the given reaction. (1) The product is: [Si:29]([O:28][C:21]([CH3:27])([CH2:22][CH2:23][CH2:24][CH2:25][CH3:26])/[CH:20]=[CH:19]/[C@@H:11]1[C@@H:12]2[C@@H:13]([O:14][C:15](=[O:17])[CH2:16]2)[CH2:18][C@H:10]1[OH:9])([C:42]([CH3:44])([CH3:45])[CH3:43])([C:36]1[CH:41]=[CH:40][CH:39]=[CH:38][CH:37]=1)[C:30]1[CH:35]=[CH:34][CH:33]=[CH:32][CH:31]=1. Given the reactants C([O:9][C@@H:10]1[CH2:18][C@@H:13]2[O:14][C:15](=[O:17])[CH2:16][C@@H:12]2[C@H:11]1/[CH:19]=[CH:20]/[C:21]([O:28][Si:29]([C:42]([CH3:45])([CH3:44])[CH3:43])([C:36]1[CH:41]=[CH:40][CH:39]=[CH:38][CH:37]=1)[C:30]1[CH:35]=[CH:34][CH:33]=[CH:32][CH:31]=1)([CH3:27])[CH2:22][CH2:23][CH2:24][CH2:25][CH3:26])(=O)C1C=CC=CC=1.C(=O)([O-])[O-].[K+].[K+], predict the reaction product. (2) Given the reactants [N:1]([O-])=O.[Na+].[NH2:5][C:6]1[C:7]([C:22]#[N:23])=[N:8][C:9]([S:12][CH2:13][C:14]2[CH:19]=[C:18]([F:20])[CH:17]=[C:16]([F:21])[CH:15]=2)=[CH:10][CH:11]=1.O.O.Cl[Sn]Cl, predict the reaction product. The product is: [F:21][C:16]1[CH:15]=[C:14]([CH:19]=[C:18]([F:20])[CH:17]=1)[CH2:13][S:12][C:9]1[N:8]=[C:7]2[C:22]([NH2:1])=[N:23][NH:5][C:6]2=[CH:11][CH:10]=1. (3) Given the reactants C(OC([N:8]1[CH2:14][CH2:13][C:12]2[CH:15]=[CH:16][C:17]([NH:19][C:20]3[N:43]=[C:23]4[C:24]([C:28]5[CH:33]=[C:32]([C:34]([F:37])([F:36])[F:35])[CH:31]=[CH:30][C:29]=5[O:38][CH2:39][CH:40]([CH3:42])[CH3:41])=[CH:25][CH:26]=[CH:27][N:22]4[N:21]=3)=[CH:18][C:11]=2[CH2:10][CH2:9]1)=O)(C)(C)C.FC(F)(F)C(O)=O, predict the reaction product. The product is: [CH2:39]([O:38][C:29]1[CH:30]=[CH:31][C:32]([C:34]([F:36])([F:35])[F:37])=[CH:33][C:28]=1[C:24]1[C:23]2[N:22]([N:21]=[C:20]([NH:19][C:17]3[CH:16]=[CH:15][C:12]4[CH2:13][CH2:14][NH:8][CH2:9][CH2:10][C:11]=4[CH:18]=3)[N:43]=2)[CH:27]=[CH:26][CH:25]=1)[CH:40]([CH3:42])[CH3:41]. (4) Given the reactants [NH2:1][C:2]1[S:3][CH:4]=[C:5]([C:7]([O:9][CH3:10])=[O:8])[N:6]=1.[OH:11][CH:12]([CH3:16])[C:13](=O)[CH3:14].C(O)(=O)C.C(O[BH-](OC(=O)C)OC(=O)C)(=O)C.[Na+].C([O-])(O)=O.[Na+], predict the reaction product. The product is: [OH:11][CH:12]([CH3:16])[CH:13]([NH:1][C:2]1[S:3][CH:4]=[C:5]([C:7]([O:9][CH3:10])=[O:8])[N:6]=1)[CH3:14].